From a dataset of Reaction yield outcomes from USPTO patents with 853,638 reactions. Predict the reaction yield, written as a fraction of the theoretical maximum amount of product (1.0 means a 100% yield; for example, 0.34 means a 34% yield). (1) The reactants are [CH3:1][S:2]([OH:5])(=[O:4])=[O:3].[CH3:6][C:7]1[C:8]([CH2:14][O:15][C:16]2[CH:21]=[CH:20][C:19]([C:22]3[C:23](=[O:37])[C:24]([CH3:36])([CH3:35])[O:25][C:26]=3[C:27]3[CH:32]=[CH:31][C:30]([O:33][CH3:34])=[CH:29][CH:28]=3)=[CH:18][CH:17]=2)=[N:9][CH:10]=[C:11]([CH3:13])[CH:12]=1. The catalyst is C(Cl)Cl.C(OCC)C. The product is [CH3:1][S:2]([OH:5])(=[O:4])=[O:3].[CH3:6][C:7]1[C:8]([CH2:14][O:15][C:16]2[CH:17]=[CH:18][C:19]([C:22]3[C:23](=[O:37])[C:24]([CH3:35])([CH3:36])[O:25][C:26]=3[C:27]3[CH:32]=[CH:31][C:30]([O:33][CH3:34])=[CH:29][CH:28]=3)=[CH:20][CH:21]=2)=[N:9][CH:10]=[C:11]([CH3:13])[CH:12]=1. The yield is 0.870. (2) The reactants are [CH2:1]([O:8][C:9](=[O:26])[NH:10][C@H:11]1[CH2:16][CH2:15][C@H:14]([CH2:17][NH:18]C(OC(C)(C)C)=O)[CH2:13][CH2:12]1)[C:2]1[CH:7]=[CH:6][CH:5]=[CH:4][CH:3]=1.Cl.C(Cl)(Cl)[Cl:29]. The catalyst is CCOC(C)=O. The product is [ClH:29].[CH2:1]([O:8][C:9](=[O:26])[NH:10][C@H:11]1[CH2:16][CH2:15][C@H:14]([CH2:17][NH2:18])[CH2:13][CH2:12]1)[C:2]1[CH:3]=[CH:4][CH:5]=[CH:6][CH:7]=1. The yield is 0.900.